Predict the reactants needed to synthesize the given product. From a dataset of Full USPTO retrosynthesis dataset with 1.9M reactions from patents (1976-2016). Given the product [Br:12][C:11]1[C:3]([CH2:1][CH3:2])=[N:4][N:5]2[CH2:10][CH2:9][CH2:8][CH2:7][C:6]=12, predict the reactants needed to synthesize it. The reactants are: [CH2:1]([C:3]1[CH:11]=[C:6]2[CH2:7][CH2:8][CH2:9][CH2:10][N:5]2[N:4]=1)[CH3:2].[Br:12]Br.